Dataset: Forward reaction prediction with 1.9M reactions from USPTO patents (1976-2016). Task: Predict the product of the given reaction. (1) Given the reactants [CH2:1]([N:8]1[CH2:13][CH2:12][N:11]([C:14]([O:16][C:17]([CH3:20])([CH3:19])[CH3:18])=[O:15])[C@H:10]([CH2:21][N:22]([C:30]2[CH:35]=[CH:34][CH:33]=[CH:32][CH:31]=2)C(=O)CCC(O)=O)[CH2:9]1)[C:2]1[CH:7]=[CH:6][CH:5]=[CH:4][CH:3]=1.CCN=C=N[CH2:41][CH2:42][CH2:43][N:44](C)C.Cl.[C:48](=O)([O-])[OH:49].[Na+].CN(C=[O:57])C, predict the reaction product. The product is: [NH2:44][C:43](=[O:57])[CH2:42][CH2:41][C:48]([N:22]([CH2:21][C@@H:10]1[CH2:9][N:8]([CH2:1][C:2]2[CH:3]=[CH:4][CH:5]=[CH:6][CH:7]=2)[CH2:13][CH2:12][N:11]1[C:14]([O:16][C:17]([CH3:19])([CH3:20])[CH3:18])=[O:15])[C:30]1[CH:31]=[CH:32][CH:33]=[CH:34][CH:35]=1)=[O:49]. (2) Given the reactants [NH2:1][C:2]1[CH:7]=[CH:6][CH:5]=[CH:4][C:3]=1[NH:8][C:9]([CH2:11][CH2:12][CH2:13][CH2:14][CH2:15][NH:16][C:17](=[O:26])[C:18]1[CH:23]=[CH:22][C:21](Br)=[C:20]([CH3:25])[CH:19]=1)=[O:10].[N:27]1[CH:32]=[CH:31][C:30](B(O)O)=[CH:29][CH:28]=1, predict the reaction product. The product is: [NH2:1][C:2]1[CH:7]=[CH:6][CH:5]=[CH:4][C:3]=1[NH:8][C:9]([CH2:11][CH2:12][CH2:13][CH2:14][CH2:15][NH:16][C:17](=[O:26])[C:18]1[CH:23]=[CH:22][C:21]([C:30]2[CH:31]=[CH:32][N:27]=[CH:28][CH:29]=2)=[C:20]([CH3:25])[CH:19]=1)=[O:10]. (3) The product is: [CH2:7]([O:11][CH2:12][C:13]1[CH:14]=[CH:15][C:16]([CH2:17][NH2:18])=[CH:19][CH:20]=1)[CH2:8][CH2:9][CH3:10]. Given the reactants [H-].[Al+3].[Li+].[H-].[H-].[H-].[CH2:7]([O:11][CH2:12][C:13]1[CH:20]=[CH:19][C:16]([C:17]#[N:18])=[CH:15][CH:14]=1)[CH2:8][CH2:9][CH3:10].N, predict the reaction product. (4) Given the reactants [Cl:1][C:2]1[CH:3]=[C:4]([CH:8]=[C:9]([O:11][CH3:12])[N:10]=1)[C:5]([OH:7])=[O:6].[CH3:13]O, predict the reaction product. The product is: [CH3:13][O:6][C:5](=[O:7])[C:4]1[CH:8]=[C:9]([O:11][CH3:12])[N:10]=[C:2]([Cl:1])[CH:3]=1. (5) Given the reactants [O:1]1[CH:5]=[CH:4][CH:3]=[C:2]1[CH:6]=[O:7].C(O[CH2:12][CH:13]=[CH2:14])(=O)C.O.CCN(CC)CC.CC1C(C)=C(C)C(C)=C(C)C=1C, predict the reaction product. The product is: [O:1]1[CH:5]=[CH:4][CH:3]=[C:2]1[CH:6]([OH:7])[CH2:14][CH:13]=[CH2:12].